From a dataset of Forward reaction prediction with 1.9M reactions from USPTO patents (1976-2016). Predict the product of the given reaction. (1) Given the reactants [CH2:1]([O:3][C:4]([N:6]1[CH2:11][CH2:10][C:9]([C:12]2[S:13][CH:14]=[CH:15][CH:16]=2)=[CH:8][CH2:7]1)=[O:5])[CH3:2].C[OH:18].[OH-].[Na+].OO, predict the reaction product. The product is: [CH2:1]([O:3][C:4]([N:6]1[CH2:11][CH2:10][C@@H:9]([C:12]2[S:13][CH:14]=[CH:15][CH:16]=2)[C@H:8]([OH:18])[CH2:7]1)=[O:5])[CH3:2]. (2) Given the reactants Br[C:2]1[CH:7]=[CH:6][C:5]([CH:8]([CH3:23])[C:9]([C:15]2[CH:16]=[CH:17][C:18](=[O:22])[N:19]([CH3:21])[CH:20]=2)([OH:14])[C:10]([F:13])([F:12])[F:11])=[C:4]([Cl:24])[CH:3]=1.[C:25]([C:27]1[CH:28]=[C:29](B(O)O)[CH:30]=[CH:31][C:32]=1[F:33])#[N:26], predict the reaction product. The product is: [Cl:24][C:4]1[CH:3]=[C:2]([C:29]2[CH:30]=[CH:31][C:32]([F:33])=[C:27]([C:25]#[N:26])[CH:28]=2)[CH:7]=[CH:6][C:5]=1[CH:8]([CH3:23])[C:9]([OH:14])([C:15]1[CH:16]=[CH:17][C:18](=[O:22])[N:19]([CH3:21])[CH:20]=1)[C:10]([F:13])([F:12])[F:11].